Dataset: Full USPTO retrosynthesis dataset with 1.9M reactions from patents (1976-2016). Task: Predict the reactants needed to synthesize the given product. Given the product [Br:1][C:2]1[CH:3]=[N:4][CH:5]=[C:6]2[C:11]=1[N:10]=[C:9]([C:12]([NH:47][C@H:40]([C:41]1[CH:46]=[CH:45][CH:44]=[CH:43][CH:42]=1)[CH3:39])=[O:14])[CH:8]=[CH:7]2, predict the reactants needed to synthesize it. The reactants are: [Br:1][C:2]1[CH:3]=[N:4][CH:5]=[C:6]2[C:11]=1[N:10]=[C:9]([C:12]([OH:14])=O)[CH:8]=[CH:7]2.CN(C(ON1N=NC2C=CC=NC1=2)=[N+](C)C)C.F[P-](F)(F)(F)(F)F.[CH3:39][C@H:40]([NH2:47])[C:41]1[CH:46]=[CH:45][CH:44]=[CH:43][CH:42]=1.CCN(C(C)C)C(C)C.